Dataset: Reaction yield outcomes from USPTO patents with 853,638 reactions. Task: Predict the reaction yield, written as a fraction of the theoretical maximum amount of product (1.0 means a 100% yield; for example, 0.34 means a 34% yield). (1) No catalyst specified. The reactants are [Cl:1][C:2]1[CH:3]=[C:4]2[C:9](=[CH:10][CH:11]=1)[N:8]=[C:7]([O:12][CH3:13])[C:6]([NH:14][C:15](=[O:19])OCC)=[N:5]2.[F:20][C:21]1[CH:26]=[CH:25][C:24]([N:27]2[CH2:32][CH2:31][NH:30][CH2:29][CH2:28]2)=[CH:23][CH:22]=1. The product is [Cl:1][C:2]1[CH:3]=[C:4]2[C:9](=[CH:10][CH:11]=1)[N:8]=[C:7]([O:12][CH3:13])[C:6]([NH:14][C:15]([N:30]1[CH2:29][CH2:28][N:27]([C:24]3[CH:23]=[CH:22][C:21]([F:20])=[CH:26][CH:25]=3)[CH2:32][CH2:31]1)=[O:19])=[N:5]2. The yield is 0.770. (2) The catalyst is CO. The product is [CH2:4]([O:6][CH:7]([O:10][CH2:11][CH3:12])[C:8](=[NH:9])[O:2][CH3:1])[CH3:5]. The reactants are [CH3:1][O-:2].[Na+].[CH2:4]([O:6][CH:7]([O:10][CH2:11][CH3:12])[C:8]#[N:9])[CH3:5]. The yield is 0.600. (3) The reactants are [CH3:1][N:2]1[CH2:7][CH2:6][N:5]([CH2:8][C:9]2[CH:10]=[CH:11][C:12]([CH2:15][OH:16])=[N:13][CH:14]=2)[CH2:4][CH2:3]1. The catalyst is CN(C=O)C.O=[Mn]=O. The product is [CH3:1][N:2]1[CH2:7][CH2:6][N:5]([CH2:8][C:9]2[CH:10]=[CH:11][C:12]([CH:15]=[O:16])=[N:13][CH:14]=2)[CH2:4][CH2:3]1. The yield is 0.380. (4) The reactants are [N:1]1([CH2:5][CH2:6][O:7][C:8]2[CH:9]=[C:10]3[C:14](=[CH:15][CH:16]=2)[N:13]([C:17]2[CH:22]=[CH:21][CH:20]=[C:19](I)[CH:18]=2)[N:12]=[C:11]3[C:24]([NH2:26])=[O:25])[CH2:4][CH2:3][CH2:2]1.[C:27]([C@:29]1([OH:36])[CH2:33][CH2:32][N:31]([CH3:34])[C:30]1=[O:35])#[CH:28]. No catalyst specified. The product is [N:1]1([CH2:5][CH2:6][O:7][C:8]2[CH:9]=[C:10]3[C:14](=[CH:15][CH:16]=2)[N:13]([C:17]2[CH:22]=[CH:21][CH:20]=[C:19]([C:28]#[C:27][C@:29]4([OH:36])[CH2:33][CH2:32][N:31]([CH3:34])[C:30]4=[O:35])[CH:18]=2)[N:12]=[C:11]3[C:24]([NH2:26])=[O:25])[CH2:4][CH2:3][CH2:2]1. The yield is 0.630. (5) The reactants are Br[C:2]1[CH:3]=[CH:4][C:5]2[S:9](=[O:11])(=[O:10])[NH:8][CH:7]([CH2:12][OH:13])[C:6]=2[CH:14]=1.[F:15][C:16]1[CH:24]=[C:23]2[C:19]([C:20](B3OC(C)(C)C(C)(C)O3)=[CH:21][N:22]2[C:25]([O:27][C:28]([CH3:31])([CH3:30])[CH3:29])=[O:26])=[CH:18][CH:17]=1.C([O-])([O-])=O.[Cs+].[Cs+]. The product is [F:15][C:16]1[CH:24]=[C:23]2[C:19]([C:20]([C:2]3[CH:3]=[CH:4][C:5]4[S:9](=[O:11])(=[O:10])[NH:8][CH:7]([CH2:12][OH:13])[C:6]=4[CH:14]=3)=[CH:21][N:22]2[C:25]([O:27][C:28]([CH3:31])([CH3:30])[CH3:29])=[O:26])=[CH:18][CH:17]=1. The catalyst is O1CCOCC1.C1C=CC(P(C2C=CC=CC=2)[C-]2C=CC=C2)=CC=1.C1C=CC(P(C2C=CC=CC=2)[C-]2C=CC=C2)=CC=1.Cl[Pd]Cl.[Fe+2]. The yield is 0.590. (6) The reactants are [C:1]([C:3]1[CH:41]=[CH:40][C:6]([CH2:7][NH:8][C:9]([C:11]2[N:12](COCC[Si](C)(C)C)[C:13]([CH3:31])=[C:14]([C:16]3[CH:17]=[C:18]4[C:22](=[CH:23][CH:24]=3)[NH:21][C:20]([C:25]3[O:29][N:28]=[C:27]([CH3:30])[N:26]=3)=[CH:19]4)[N:15]=2)=[O:10])=[CH:5][CH:4]=1)#[N:2].Cl. The catalyst is O1CCOCC1. The product is [C:1]([C:3]1[CH:4]=[CH:5][C:6]([CH2:7][NH:8][C:9]([C:11]2[NH:12][C:13]([CH3:31])=[C:14]([C:16]3[CH:17]=[C:18]4[C:22](=[CH:23][CH:24]=3)[NH:21][C:20]([C:25]3[O:29][N:28]=[C:27]([CH3:30])[N:26]=3)=[CH:19]4)[N:15]=2)=[O:10])=[CH:40][CH:41]=1)#[N:2]. The yield is 0.210. (7) The reactants are C(O)C.[CH3:4][C:5]1[S:9][C:8]([NH:10][C:11]([NH2:13])=[O:12])=[C:7]([C:14]([O:16]CC)=O)[CH:6]=1.[OH-].[K+].Cl. The catalyst is O. The product is [OH:12][C:11]1[N:13]=[C:14]([OH:16])[C:7]2[CH:6]=[C:5]([CH3:4])[S:9][C:8]=2[N:10]=1. The yield is 0.590. (8) The reactants are [Cl:1][C:2]1[C:7]([O:8][CH2:9][CH3:10])=[CH:6][C:5]([CH2:11][OH:12])=[CH:4][C:3]=1[O:13][CH2:14][CH3:15]. The catalyst is C1COCC1.O=[Mn]=O. The product is [Cl:1][C:2]1[C:7]([O:8][CH2:9][CH3:10])=[CH:6][C:5]([CH:11]=[O:12])=[CH:4][C:3]=1[O:13][CH2:14][CH3:15]. The yield is 0.920. (9) The reactants are [OH:1][CH2:2][C@@H:3]([NH:14][C:15]([O:17][CH2:18][C:19]1[CH:24]=[CH:23][CH:22]=[CH:21][CH:20]=1)=[O:16])[CH2:4][N:5]1[CH2:13][CH2:12][CH2:11][C@H:6]1[C:7]([O:9][CH3:10])=[O:8].C(N(CC)CC)C.[CH3:32][S:33](Cl)(=[O:35])=[O:34]. The catalyst is ClCCl.CN(C)C1C=CN=CC=1. The product is [CH3:32][S:33]([O:1][CH2:2][C@@H:3]([NH:14][C:15]([O:17][CH2:18][C:19]1[CH:20]=[CH:21][CH:22]=[CH:23][CH:24]=1)=[O:16])[CH2:4][N:5]1[CH2:13][CH2:12][CH2:11][C@H:6]1[C:7]([O:9][CH3:10])=[O:8])(=[O:35])=[O:34]. The yield is 1.00. (10) The reactants are Br[C:2]1[C:10]([CH2:11][CH3:12])=[CH:9][CH:8]=[C:7]2[C:3]=1[CH:4]=[CH:5][NH:6]2.[B:13]1([B:13]2[O:17][C:16]([CH3:19])([CH3:18])[C:15]([CH3:21])([CH3:20])[O:14]2)[O:17][C:16]([CH3:19])([CH3:18])[C:15]([CH3:21])([CH3:20])[O:14]1.CC([O-])=O.[K+]. The catalyst is O1CCOCC1.C1C=CC(P(C2C=CC=CC=2)[C-]2C=CC=C2)=CC=1.C1C=CC(P(C2C=CC=CC=2)[C-]2C=CC=C2)=CC=1.Cl[Pd]Cl.[Fe+2]. The product is [CH2:11]([C:10]1[C:2]([B:13]2[O:17][C:16]([CH3:19])([CH3:18])[C:15]([CH3:21])([CH3:20])[O:14]2)=[C:3]2[C:7](=[CH:8][CH:9]=1)[NH:6][CH:5]=[CH:4]2)[CH3:12]. The yield is 0.250.